From a dataset of Forward reaction prediction with 1.9M reactions from USPTO patents (1976-2016). Predict the product of the given reaction. (1) Given the reactants [Cl:1][C:2]1[CH:7]=[C:6]([O:8][C:9]([F:12])([F:11])[F:10])[CH:5]=[CH:4][C:3]=1N.Cl.N([O-])=O.[Na+].[Cu](C#N)[C:20]#[N:21].[C-]#N.[Na+].[OH-].[Na+], predict the reaction product. The product is: [Cl:1][C:2]1[CH:7]=[C:6]([O:8][C:9]([F:12])([F:11])[F:10])[CH:5]=[CH:4][C:3]=1[C:20]#[N:21]. (2) The product is: [N:13]([CH2:10][CH:9]([OH:12])[CH2:8][C:4]1[CH:5]=[CH:6][CH:7]=[C:2]([Br:1])[CH:3]=1)=[N+:14]=[N-:15]. Given the reactants [Br:1][C:2]1[CH:3]=[C:4]([CH2:8][CH:9]([OH:12])[CH2:10]Cl)[CH:5]=[CH:6][CH:7]=1.[N-:13]=[N+:14]=[N-:15].[Na+].[Na+].[I-], predict the reaction product. (3) Given the reactants [NH:1]1[CH:5]=[CH:4][CH:3]=[N:2]1.Br[CH:7]1[CH2:12][CH2:11][O:10][CH2:9][CH2:8]1.C(=O)([O-])O.[Na+], predict the reaction product. The product is: [O:10]1[CH2:11][CH2:12][CH:7]([N:1]2[CH:5]=[CH:4][CH:3]=[N:2]2)[CH2:8][CH2:9]1. (4) Given the reactants [ClH:1].Cl.N[C@@H]1CCN([CH2:9][CH:10]([C:22]2([OH:28])[CH2:27][CH2:26][CH2:25][CH2:24][CH2:23]2)[C:11]2[CH:16]=[CH:15][CH:14]=[C:13]([O:17][C:18]([F:21])([F:20])[F:19])[CH:12]=2)C1.C(OC(=O)[NH:35][C@@H:36]1[CH2:40][CH2:39][N:38](C(=O)C(C2(O)CCCCC2)C2C=CC=C(OC(F)(F)F)C=2)[CH2:37]1)(C)(C)C, predict the reaction product. The product is: [ClH:1].[ClH:1].[NH2:35][C@@H:36]1[CH2:40][CH2:39][N:38]([CH:23]2[CH2:24][CH2:25][CH2:26][CH2:27][C:22]2([CH:10]([C:11]2[CH:16]=[CH:15][CH:14]=[C:13]([O:17][C:18]([F:21])([F:20])[F:19])[CH:12]=2)[CH3:9])[OH:28])[CH2:37]1. (5) Given the reactants [CH3:1][C:2]1[CH:3]=[C:4]([CH:8]=[CH:9][N:10]=1)[C:5]([OH:7])=O.[NH2:11][C:12]1[N:17]=[CH:16][C:15]2[C:18]([CH3:26])([CH3:25])[C:19](=[O:24])[N:20]([CH:21]3[CH2:23][CH2:22]3)[C:14]=2[CH:13]=1, predict the reaction product. The product is: [CH:21]1([N:20]2[C:14]3[CH:13]=[C:12]([NH:11][C:5](=[O:7])[C:4]4[CH:8]=[CH:9][N:10]=[C:2]([CH3:1])[CH:3]=4)[N:17]=[CH:16][C:15]=3[C:18]([CH3:25])([CH3:26])[C:19]2=[O:24])[CH2:23][CH2:22]1. (6) Given the reactants [F:1][C:2]([F:47])([F:46])[C:3]1[CH:4]=[C:5]([C@H:13]([N:15]([CH3:45])[C:16]([N:18]2[CH2:23][CH2:22][C@@:21]([CH:27]([CH2:32][C:33]([O:35]C)=O)[C:28]([O:30][CH3:31])=[O:29])([N+:24]([O-])=O)[CH2:20][C@@H:19]2[C:37]2[CH:42]=[CH:41][C:40]([F:43])=[CH:39][C:38]=2[CH3:44])=[O:17])[CH3:14])[CH:6]=[C:7]([C:9]([F:12])([F:11])[F:10])[CH:8]=1, predict the reaction product. The product is: [F:46][C:2]([F:47])([F:1])[C:3]1[CH:4]=[C:5]([C@H:13]([N:15]([CH3:45])[C:16]([N:18]2[CH2:23][CH2:22][C@@:21]3([NH:24][C:33](=[O:35])[CH2:32][CH:27]3[C:28]([O:30][CH3:31])=[O:29])[CH2:20][C@@H:19]2[C:37]2[CH:42]=[CH:41][C:40]([F:43])=[CH:39][C:38]=2[CH3:44])=[O:17])[CH3:14])[CH:6]=[C:7]([C:9]([F:10])([F:12])[F:11])[CH:8]=1. (7) Given the reactants [Cl:1][C:2]1[CH:7]=[CH:6][C:5]([F:8])=[CH:4][C:3]=1[CH2:9][C@@H:10]([N:12]=[N+]=[N-])[CH3:11], predict the reaction product. The product is: [Cl:1][C:2]1[CH:7]=[CH:6][C:5]([F:8])=[CH:4][C:3]=1[CH2:9][C@@H:10]([NH2:12])[CH3:11]. (8) Given the reactants [P:1]([O:13][CH2:14][O:15][C:16]1[CH:21]=[CH:20][CH:19]=[C:18]([C:22]2[N:23]=[C:24]3[N:28]([C:29]=2[C:30]2[CH:35]=[CH:34][N:33]=[C:32]([NH:36][C@@H:37]4[CH2:42][CH2:41][CH2:40][N:39]([S:43]([C:46]5[CH:50]=[CH:49][N:48]([CH3:51])[N:47]=5)(=[O:45])=[O:44])[CH2:38]4)[N:31]=2)[CH:27]=[CH:26][O:25]3)[CH:17]=1)([O:8]C(C)(C)C)([O:3]C(C)(C)C)=[O:2].O, predict the reaction product. The product is: [P:1]([OH:3])([OH:8])([O:13][CH2:14][O:15][C:16]1[CH:21]=[CH:20][CH:19]=[C:18]([C:22]2[N:23]=[C:24]3[N:28]([C:29]=2[C:30]2[CH:35]=[CH:34][N:33]=[C:32]([NH:36][C@@H:37]4[CH2:42][CH2:41][CH2:40][N:39]([S:43]([C:46]5[CH:50]=[CH:49][N:48]([CH3:51])[N:47]=5)(=[O:44])=[O:45])[CH2:38]4)[N:31]=2)[CH:27]=[CH:26][O:25]3)[CH:17]=1)=[O:2].